From a dataset of Full USPTO retrosynthesis dataset with 1.9M reactions from patents (1976-2016). Predict the reactants needed to synthesize the given product. (1) Given the product [CH3:12][O:11][C:3]1[CH:4]=[C:5]([N+:8]([O-:10])=[O:9])[CH:6]=[CH:7][C:2]=1[N:13]1[CH2:17][CH2:16][C@@H:15]([OH:18])[CH2:14]1, predict the reactants needed to synthesize it. The reactants are: Cl[C:2]1[CH:7]=[CH:6][C:5]([N+:8]([O-:10])=[O:9])=[CH:4][C:3]=1[O:11][CH3:12].[NH:13]1[CH2:17][CH2:16][C@@H:15]([OH:18])[CH2:14]1. (2) Given the product [Br:1][C:2]1[CH:3]=[C:4]([CH2:10][C:11]([O:13][CH2:14][CH3:15])=[O:12])[CH:5]=[C:6]([Cl:9])[C:7]=1[O:8][CH2:25][CH:22]1[CH2:24][CH2:23]1, predict the reactants needed to synthesize it. The reactants are: [Br:1][C:2]1[CH:3]=[C:4]([CH2:10][C:11]([O:13][CH2:14][CH3:15])=[O:12])[CH:5]=[C:6]([Cl:9])[C:7]=1[OH:8].C([O-])([O-])=O.[K+].[K+].[CH:22]1([CH2:25]Br)[CH2:24][CH2:23]1.